Dataset: Experimentally validated miRNA-target interactions with 360,000+ pairs, plus equal number of negative samples. Task: Binary Classification. Given a miRNA mature sequence and a target amino acid sequence, predict their likelihood of interaction. (1) The miRNA is hsa-miR-5584-5p with sequence CAGGGAAAUGGGAAGAACUAGA. The protein sequence of the target gene is MRIEKCYFCSGPIYPGHGMMFVRNDCKVFRFCKSKCHKNFKKKRNPRKVRWTKAFRKAAGKELTVDNSFEFEKRRNEPIKYQRELWNKTIDAMKRVEEIKQKRQAKFIMNRLKKNKELQKVQDIKEVKQNIHLIRAPLAGKGKQLEEKMVQQLQEDVDMEDAP. Result: 0 (no interaction). (2) The miRNA is mmu-miR-3475-3p with sequence UCUGGAGGCACAUGGUUUGAA. The protein sequence of the target gene is MESSGSAACCPVLQQRARWERKRVCTARELLETERRYQEQLGLVATYFLRILKAKGTLRPPELQTLFGTWELIYAASLELLPYLEEGQWGLGLQGFCPHLELYAQFAANAERSQTTLQAQLKKNKRFRRFVKLQEGRPEFRGLQLQDLLPLPLQRLQQYENLVVALAENTVPNSPDYQQLTRAARLVSETAQKVHAIGQSQKNDQHLLRVQALLSGRKAKGLTSGRWFLRQGWLLVVPPTGEPRPRMFFLFSDVLLMAKPRPPLHLLKSGTFVCRALYPMSQCHLSRVFGHSGGPCGGLL.... Result: 1 (interaction).